From a dataset of Forward reaction prediction with 1.9M reactions from USPTO patents (1976-2016). Predict the product of the given reaction. (1) Given the reactants [NH:1]([C:33]([O:35][CH2:36][CH:37]=[CH2:38])=[O:34])[C@@H:2]([C:4]([NH:6][C@H:7]([C:15]([NH:17][C@H:18]([C:30]([OH:32])=[O:31])[CH2:19][CH2:20][CH2:21][CH2:22][NH:23][C:24]([O:26][CH2:27][CH:28]=[CH2:29])=[O:25])=[O:16])[CH2:8][C:9]1[CH:14]=[CH:13][CH:12]=[CH:11][CH:10]=1)=[O:5])[CH3:3].[CH3:39][C:40]([NH:51][CH2:52][CH:53]([OH:69])[CH2:54][O:55][C:56]1[C:61]2[C:62]3[C:67]([NH:68][C:60]=2[CH:59]=[CH:58][CH:57]=1)=[CH:66][CH:65]=[CH:64][CH:63]=3)([C:42]1[CH:47]=[CH:46][C:45]([N:48]=[N+:49]=[N-:50])=[CH:44][CH:43]=1)[CH3:41].[CH:70]1[C:75]([C:76]([OH:78])=[O:77])=[CH:74][CH:73]=[C:72]([NH2:79])[CH:71]=1.C(N(C(C)C)CC)(C)C.ON1C2C=CC=CC=2N=N1, predict the reaction product. The product is: [NH:1]([C:33]([O:35][CH2:36][CH:37]=[CH2:38])=[O:34])[C@@H:2]([C:4]([NH:6][C@H:7]([C:15]([NH:17][C@H:18]([C:30]([OH:32])=[O:31])[CH2:19][CH2:20][CH2:21][CH2:22][NH:23][C:24]([O:26][CH2:27][CH:28]=[CH2:29])=[O:25])=[O:16])[CH2:8][C:9]1[CH:10]=[CH:11][CH:12]=[CH:13][CH:14]=1)=[O:5])[CH3:3].[CH3:41][C:40]([NH:51][CH2:52][CH:53]([OH:69])[CH2:54][O:55][C:56]1[C:61]2[C:62]3[C:67]([NH:68][C:60]=2[CH:59]=[CH:58][CH:57]=1)=[CH:66][CH:65]=[CH:64][CH:63]=3)([C:42]1[CH:47]=[CH:46][C:45]([N:48]=[N+:49]=[N-:50])=[CH:44][CH:43]=1)[CH3:39].[CH:70]1[C:75]([C:76]([OH:78])=[O:77])=[CH:74][CH:73]=[C:72]([NH2:79])[CH:71]=1. (2) Given the reactants CCN([CH:7]([CH3:9])C)C(C)C.[N:10]([C:13]1[C:22]2[CH2:21][CH2:20][CH2:19][CH2:18][C:17]=2[C:16]([C:23]#[N:24])=[CH:15][CH:14]=1)=[C:11]=[O:12].NC(N)=[O:27].C1CCN2C(=NCCC2)CC1.[NH:40]1[CH2:46][C:44](=[O:45])N[C:41]1=O, predict the reaction product. The product is: [OH:27][C@H:7]1[C@@H:46]2[N:40]([C:11](=[O:12])[N:10]([C:13]3[C:22]4[CH2:21][CH2:20][CH2:19][CH2:18][C:17]=4[C:16]([C:23]#[N:24])=[CH:15][CH:14]=3)[C:44]2=[O:45])[CH2:41][CH2:9]1. (3) Given the reactants C[O:2][C:3]1[CH:27]=[CH:26][C:6]([CH2:7][NH:8][C:9]2[N:18]=[CH:17][C:16]3[CH2:15][CH2:14][C:13]4[C:19]([C:23]([NH2:25])=[O:24])=[N:20][N:21]([CH3:22])[C:12]=4[C:11]=3[N:10]=2)=[CH:5][CH:4]=1.C(Cl)(Cl)Cl, predict the reaction product. The product is: [OH:2][C:3]1[CH:27]=[CH:26][C:6]([CH2:7][NH:8][C:9]2[N:18]=[CH:17][C:16]3[CH2:15][CH2:14][C:13]4[C:19]([C:23]([NH2:25])=[O:24])=[N:20][N:21]([CH3:22])[C:12]=4[C:11]=3[N:10]=2)=[CH:5][CH:4]=1. (4) Given the reactants [CH:1]([O:4][C:5]1[CH:13]=[CH:12][C:8]([C:9]([OH:11])=O)=[CH:7][CH:6]=1)([CH3:3])[CH3:2].Cl.CN(C)CCCN=C=NCC.O.ON1C2C=CC=CC=2N=N1.O[NH:38][C:39](=[NH:48])[C:40]1[CH:45]=[CH:44][C:43]([CH2:46][OH:47])=[CH:42][CH:41]=1, predict the reaction product. The product is: [CH:1]([O:4][C:5]1[CH:6]=[CH:7][C:8]([C:9]2[O:11][N:48]=[C:39]([C:40]3[CH:45]=[CH:44][C:43]([CH2:46][OH:47])=[CH:42][CH:41]=3)[N:38]=2)=[CH:12][CH:13]=1)([CH3:2])[CH3:3]. (5) Given the reactants [F:1][C:2]1[CH:7]=[CH:6][C:5]([S:8]([N:11]2[CH2:16][CH2:15][O:14][C:13]3[N:17]=[CH:18][C:19]([C:21](Cl)=[O:22])=[CH:20][C:12]2=3)(=[O:10])=[O:9])=[CH:4][CH:3]=1.O[NH:25][C:26](=[NH:32])[C:27]([O:29][CH2:30][CH3:31])=[O:28].CCN(C(C)C)C(C)C.CCCC[N+](CCCC)(CCCC)CCCC.[F-], predict the reaction product. The product is: [F:1][C:2]1[CH:7]=[CH:6][C:5]([S:8]([N:11]2[CH2:16][CH2:15][O:14][C:13]3[N:17]=[CH:18][C:19]([C:21]4[O:22][N:32]=[C:26]([C:27]([O:29][CH2:30][CH3:31])=[O:28])[N:25]=4)=[CH:20][C:12]2=3)(=[O:10])=[O:9])=[CH:4][CH:3]=1. (6) Given the reactants N1(C(N2C=CN=C2)=O)C=CN=C1.[C:13]([OH:17])(=O)[C:14]#[CH:15].[F:18][C:19]1[CH:24]=[C:23]([F:25])[CH:22]=[CH:21][C:20]=1[C:26](=[O:36])[CH2:27][C:28]1[NH:29][C:30]([CH3:35])=[C:31]([CH2:33][CH3:34])[N:32]=1, predict the reaction product. The product is: [F:18][C:19]1[CH:24]=[C:23]([F:25])[CH:22]=[CH:21][C:20]=1[C:26]([C:27]1[CH:15]=[CH:14][C:13](=[O:17])[N:29]2[C:30]([CH3:35])=[C:31]([CH2:33][CH3:34])[NH:32][C:28]=12)=[O:36]. (7) Given the reactants [Si:1]([O:8][C:9]1[CH:16]=[CH:15][C:12]([CH:13]=[O:14])=[CH:11][C:10]=1[O:17][CH2:18][CH3:19])([C:4]([CH3:7])([CH3:6])[CH3:5])([CH3:3])[CH3:2].[BH4-].[Na+].C([O-])(O)=O.[Na+], predict the reaction product. The product is: [Si:1]([O:8][C:9]1[CH:16]=[CH:15][C:12]([CH2:13][OH:14])=[CH:11][C:10]=1[O:17][CH2:18][CH3:19])([C:4]([CH3:7])([CH3:6])[CH3:5])([CH3:3])[CH3:2]. (8) Given the reactants [C:1]1([S:7]([C:10]2[CH:11]=[C:12]3[C:16](=[CH:17][CH:18]=2)[N:15]([CH:19]2[CH2:24][CH2:23][N:22](C(OC(C)(C)C)=O)[CH2:21][CH2:20]2)[CH2:14][CH2:13]3)(=[O:9])=[O:8])[CH:6]=[CH:5][CH:4]=[CH:3][CH:2]=1.[ClH:32], predict the reaction product. The product is: [ClH:32].[C:1]1([S:7]([C:10]2[CH:11]=[C:12]3[C:16](=[CH:17][CH:18]=2)[N:15]([CH:19]2[CH2:24][CH2:23][NH:22][CH2:21][CH2:20]2)[CH2:14][CH2:13]3)(=[O:9])=[O:8])[CH:2]=[CH:3][CH:4]=[CH:5][CH:6]=1. (9) Given the reactants [C:1](Cl)(=[O:4])[CH:2]=[CH2:3].Cl.[CH2:7]([O:14][NH2:15])[C:8]1[CH:13]=[CH:12][CH:11]=[CH:10][CH:9]=1.O, predict the reaction product. The product is: [CH2:7]([O:14][NH:15][C:1](=[O:4])[CH:2]=[CH2:3])[C:8]1[CH:13]=[CH:12][CH:11]=[CH:10][CH:9]=1. (10) The product is: [O:1]1[CH2:5][CH2:4][O:3][CH:2]1[C:6]1[CH:7]=[CH:8][C:9]([C:12]2[S:20][C:19]3[C:14](=[N:15][CH:16]=[CH:17][C:18]=3[O:21][C:22]3[CH:28]=[CH:27][C:25]([NH:26][C:36]([NH:31][CH:32]4[CH2:34][CH2:33]4)=[O:39])=[C:24]([F:29])[C:23]=3[F:30])[CH:13]=2)=[N:10][CH:11]=1. Given the reactants [O:1]1[CH2:5][CH2:4][O:3][CH:2]1[C:6]1[CH:7]=[CH:8][C:9]([C:12]2[S:20][C:19]3[C:14](=[N:15][CH:16]=[CH:17][C:18]=3[O:21][C:22]3[CH:28]=[CH:27][C:25]([NH2:26])=[C:24]([F:29])[C:23]=3[F:30])[CH:13]=2)=[N:10][CH:11]=1.[N:31]1[CH:36]=C[CH:34]=[CH:33][CH:32]=1.ClC(OC1C=CC=CC=1)=[O:39].C1(N)CC1, predict the reaction product.